From a dataset of Full USPTO retrosynthesis dataset with 1.9M reactions from patents (1976-2016). Predict the reactants needed to synthesize the given product. (1) Given the product [N:9]([CH2:8][CH2:7][C@H:2]([NH:1][C:34](=[O:35])[CH2:33][CH2:32][CH2:31][CH2:30][CH2:29][CH2:28][CH2:27][CH2:26][CH2:25][CH2:24][CH2:23][CH2:22][CH2:21][CH2:20][CH2:19][CH2:18][C:17]([O:16][C:12]([CH3:14])([CH3:13])[CH3:15])=[O:37])[C:3]([O:5][CH3:6])=[O:4])=[N+:10]=[N-:11], predict the reactants needed to synthesize it. The reactants are: [NH2:1][C@@H:2]([CH2:7][CH2:8][N:9]=[N+:10]=[N-:11])[C:3]([O:5][CH3:6])=[O:4].[C:12]([O:16][C:17](=[O:37])[CH2:18][CH2:19][CH2:20][CH2:21][CH2:22][CH2:23][CH2:24][CH2:25][CH2:26][CH2:27][CH2:28][CH2:29][CH2:30][CH2:31][CH2:32][CH2:33][C:34](O)=[O:35])([CH3:15])([CH3:14])[CH3:13].CCN(C(C)C)C(C)C.CN(C(ON1N=NC2C=CC=CC1=2)=[N+](C)C)C.F[P-](F)(F)(F)(F)F. (2) Given the product [Br:10][C:8]1[CH:9]=[C:4]2[C:5](=[CH:6][CH:7]=1)[NH:11][N:16]=[CH:2][C:1]2=[O:3], predict the reactants needed to synthesize it. The reactants are: [C:1]([C:4]1[CH:9]=[C:8]([Br:10])[CH:7]=[CH:6][C:5]=1[NH:11]C(=O)C)(=[O:3])[CH3:2].Cl.[N:16]([O-])=O.[Na+]. (3) The reactants are: Cl.[F:2][C:3]1[CH:26]=[C:25]([F:27])[CH:24]=[CH:23][C:4]=1[CH2:5][N:6]1[C:14]2[CH2:13][CH2:12][NH:11][CH2:10][C:9]=2[C:8]([C:15]2[CH:16]=[C:17]([CH:20]=[CH:21][CH:22]=2)[C:18]#[N:19])=[N:7]1.C(N(CC)CC)C.[CH:35]([N:38]=[C:39]=[O:40])([CH3:37])[CH3:36]. Given the product [CH:35]([NH:38][C:39]([N:11]1[CH2:12][CH2:13][C:14]2[N:6]([CH2:5][C:4]3[CH:23]=[CH:24][C:25]([F:27])=[CH:26][C:3]=3[F:2])[N:7]=[C:8]([C:15]3[CH:22]=[CH:21][CH:20]=[C:17]([C:18]#[N:19])[CH:16]=3)[C:9]=2[CH2:10]1)=[O:40])([CH3:37])[CH3:36], predict the reactants needed to synthesize it.